From a dataset of Forward reaction prediction with 1.9M reactions from USPTO patents (1976-2016). Predict the product of the given reaction. (1) Given the reactants [CH2:1](Br)[C:2]1[CH:7]=[CH:6][CH:5]=[CH:4][CH:3]=1.C([O-])([O-])=O.[Cs+].[Cs+].[C:15]([O:19][C:20]([C:22]1[CH:32]=[C:31]([OH:33])[C:25]2[CH2:26][CH:27]([CH2:29][OH:30])[O:28][C:24]=2[CH:23]=1)=[O:21])([CH3:18])([CH3:17])[CH3:16], predict the reaction product. The product is: [C:15]([O:19][C:20]([C:22]1[CH:32]=[C:31]([O:33][CH2:1][C:2]2[CH:7]=[CH:6][CH:5]=[CH:4][CH:3]=2)[C:25]2[CH2:26][CH:27]([CH2:29][OH:30])[O:28][C:24]=2[CH:23]=1)=[O:21])([CH3:18])([CH3:16])[CH3:17]. (2) Given the reactants [C:1]([O:5][CH2:6][C:7]1[CH:12]=[C:11](Cl)[N:10]=[N:9][C:8]=1[O:14][CH3:15])([CH3:4])([CH3:3])[CH3:2].[C:16]([O:19][CH2:20]C)(=[O:18])C.O, predict the reaction product. The product is: [CH3:20][O:19][C:16]([C:11]1[N:10]=[N:9][C:8]([O:14][CH3:15])=[C:7]([CH2:6][O:5][C:1]([CH3:4])([CH3:3])[CH3:2])[CH:12]=1)=[O:18].